Dataset: Full USPTO retrosynthesis dataset with 1.9M reactions from patents (1976-2016). Task: Predict the reactants needed to synthesize the given product. Given the product [OH:29][NH:28][C:23]([C:21]1[CH:20]=[CH:19][C:17]2[CH2:18][N:12]([C:10]([C:4]3([CH2:3][O:2][CH3:1])[CH2:5][CH2:6][O:30][CH2:8][CH2:9]3)=[O:11])[C@@H:13]([CH3:27])[CH2:14][O:15][C:16]=2[CH:22]=1)=[O:25], predict the reactants needed to synthesize it. The reactants are: [CH3:1][O:2][CH2:3][C:4]1([C:10]([N:12]2[CH2:18][C:17]3[CH:19]=[CH:20][C:21]([C:23]([O:25]C)=O)=[CH:22][C:16]=3[O:15][CH2:14][C@@H:13]2[CH3:27])=[O:11])[CH2:9][CH2:8]C[CH2:6][CH2:5]1.[NH2:28][OH:29].[OH-:30].[Na+].